From a dataset of Full USPTO retrosynthesis dataset with 1.9M reactions from patents (1976-2016). Predict the reactants needed to synthesize the given product. (1) Given the product [C:11]([CH2:12][CH2:13][NH:2][CH2:3][CH2:4][C:5]([O:7][CH2:8][CH3:10])=[O:6])#[N:14], predict the reactants needed to synthesize it. The reactants are: Cl.[NH2:2][CH2:3][CH2:4][C:5]([O:7][CH:8]([CH3:10])C)=[O:6].[C:11](#[N:14])[CH:12]=[CH2:13].[OH-].[Na+].OS(O)(=O)=O.C([O-])(O)=O.[Na+]. (2) Given the product [NH2:8][C:9]1([CH2:14][NH:15][C:16]2[C:25]3[C:20](=[CH:21][CH:22]=[CH:23][CH:24]=3)[N:19]=[C:18]([N:27]3[CH2:33][C:32]4[CH:34]=[CH:35][C:36]([CH3:48])=[CH:37][C:31]=4[S:30](=[O:39])(=[O:38])[CH2:29][CH2:28]3)[CH:17]=2)[CH2:10][O:11][CH2:12]1, predict the reactants needed to synthesize it. The reactants are: C([N:8](CC1C=CC=CC=1)[C:9]1([CH2:14][NH:15][C:16]2[C:25]3[C:20](=[CH:21][CH:22]=[C:23](C)[CH:24]=3)[N:19]=[C:18]([N:27]3[CH2:33][C:32]4[CH:34]=[CH:35][CH:36]=[CH:37][C:31]=4[S:30](=[O:39])(=[O:38])[CH2:29][CH2:28]3)[CH:17]=2)C[CH2:12][O:11][CH2:10]1)C1C=CC=CC=1.N[CH2:48]C1(N(CC2C=CC=CC=2)CC2C=CC=CC=2)COC1. (3) Given the product [CH2:1]([C:5]1([CH2:36][CH2:37][CH2:38][CH3:39])[NH:11][CH:10]([C:12]2[CH:13]=[CH:14][CH:15]=[CH:16][CH:17]=2)[C:9]2[CH:18]=[C:19]([O:32][CH3:33])[C:20]([CH2:22][NH:23][CH2:24][C:25]([OH:27])=[O:26])=[CH:21][C:8]=2[S:7](=[O:35])(=[O:34])[CH2:6]1)[CH2:2][CH2:3][CH3:4], predict the reactants needed to synthesize it. The reactants are: [CH2:1]([C:5]1([CH2:36][CH2:37][CH2:38][CH3:39])[NH:11][CH:10]([C:12]2[CH:17]=[CH:16][CH:15]=[CH:14][CH:13]=2)[C:9]2[CH:18]=[C:19]([O:32][CH3:33])[C:20]([CH2:22][NH:23][CH2:24][C:25]([O:27]C(C)(C)C)=[O:26])=[CH:21][C:8]=2[S:7](=[O:35])(=[O:34])[CH2:6]1)[CH2:2][CH2:3][CH3:4].Cl.O1CCOCC1. (4) The reactants are: [Cl:1][C:2]1[S:6][C:5]([CH2:7][N:8]2[C:16]3[C:11](=[CH:12][CH:13]=[CH:14][CH:15]=3)[C:10](=O)[C:9]2=[O:18])=[CH:4][CH:3]=1.[F:19][C:20]([F:29])([F:28])[C:21]1[CH:22]=[C:23]([CH:25]=[CH:26][CH:27]=1)[NH2:24]. Given the product [Cl:1][C:2]1[S:6][C:5]([CH2:7][N:8]2[C:16]3[C:11](=[CH:12][CH:13]=[CH:14][CH:15]=3)[C:10](=[N:24][C:23]3[CH:25]=[CH:26][CH:27]=[C:21]([C:20]([F:19])([F:28])[F:29])[CH:22]=3)[C:9]2=[O:18])=[CH:4][CH:3]=1, predict the reactants needed to synthesize it. (5) The reactants are: Cl[CH2:2][CH2:3][CH2:4][N:5]1[C:14]2[C:9](=[CH:10][C:11]([F:16])=[C:12]([F:15])[CH:13]=2)[CH2:8][CH2:7][C:6]1=[O:17].[NH:18]1[CH2:23][CH2:22][CH:21]([CH2:24][O:25][C:26](=[O:31])[C:27]([CH3:30])([CH3:29])[CH3:28])[CH2:20][CH2:19]1.C([O-])([O-])=O.[Cs+].[Cs+].O. Given the product [F:16][C:11]1[CH:10]=[C:9]2[C:14](=[CH:13][C:12]=1[F:15])[N:5]([CH2:4][CH2:3][CH2:2][N:18]1[CH2:23][CH2:22][CH:21]([CH2:24][O:25][C:26](=[O:31])[C:27]([CH3:29])([CH3:28])[CH3:30])[CH2:20][CH2:19]1)[C:6](=[O:17])[CH2:7][CH2:8]2, predict the reactants needed to synthesize it. (6) The reactants are: Br[C:2]1[C:10]2[N:9]3[CH2:11][CH2:12][NH:13][C:14](=[O:15])[C:8]3=[CH:7][C:6]=2[CH:5]=[C:4]([F:16])[CH:3]=1.[Cl:17][C:18]1[CH:23]=[CH:22][C:21](B(O)O)=[CH:20][CH:19]=1. Given the product [Cl:17][C:18]1[CH:23]=[CH:22][C:21]([C:2]2[C:10]3[N:9]4[CH2:11][CH2:12][NH:13][C:14](=[O:15])[C:8]4=[CH:7][C:6]=3[CH:5]=[C:4]([F:16])[CH:3]=2)=[CH:20][CH:19]=1, predict the reactants needed to synthesize it. (7) Given the product [CH:21]([O:20][C:15]1[CH:14]=[CH:13][C:12]([C:11]2[O:10][N:9]=[C:8]3[C:24]4[C:4]([CH2:5][CH2:6][C:7]=23)=[CH:3][C:2]([CH:27]=[CH2:28])=[CH:26][CH:25]=4)=[CH:19][C:16]=1[C:17]#[N:18])([CH3:22])[CH3:23], predict the reactants needed to synthesize it. The reactants are: Br[C:2]1[CH:3]=[C:4]2[C:24](=[CH:25][CH:26]=1)[C:8]1=[N:9][O:10][C:11]([C:12]3[CH:13]=[CH:14][C:15]([O:20][CH:21]([CH3:23])[CH3:22])=[C:16]([CH:19]=3)[C:17]#[N:18])=[C:7]1[CH2:6][CH2:5]2.[CH2:27]([Sn](CCCC)(CCCC)C=C)[CH2:28]CC.[Cl-].[Li+]. (8) Given the product [Cl:29][C:30]1[CH:31]=[C:32]([C:12]2[N:13]([CH:18]([CH3:19])[CH3:20])[N:14]=[C:15]3[C:11]=2[CH2:10][CH2:9][NH:8][CH2:17][CH2:16]3)[CH:33]=[CH:34][C:35]=1[Cl:36], predict the reactants needed to synthesize it. The reactants are: C(OC([N:8]1[CH2:17][CH2:16][C:15]2[C:11](=[C:12](OS(C(F)(F)F)(=O)=O)[N:13]([CH:18]([CH3:20])[CH3:19])[N:14]=2)[CH2:10][CH2:9]1)=O)(C)(C)C.[Cl:29][C:30]1[CH:31]=[C:32](B(O)O)[CH:33]=[CH:34][C:35]=1[Cl:36]. (9) Given the product [O:1]1[CH2:6][CH2:5][CH2:4][CH:3]([C:7]2[C:8]([O:13][C:14]3[CH:20]=[CH:19][C:17]([NH:18][C:22]4[S:23][C:24]5[CH:30]=[CH:29][CH:28]=[CH:27][C:25]=5[N:26]=4)=[CH:16][CH:15]=3)=[N:9][CH:10]=[CH:11][N:12]=2)[CH2:2]1, predict the reactants needed to synthesize it. The reactants are: [O:1]1[CH2:6][CH2:5][CH2:4][CH:3]([C:7]2[C:8]([O:13][C:14]3[CH:20]=[CH:19][C:17]([NH2:18])=[CH:16][CH:15]=3)=[N:9][CH:10]=[CH:11][N:12]=2)[CH2:2]1.Cl[C:22]1[S:23][C:24]2[CH:30]=[CH:29][CH:28]=[CH:27][C:25]=2[N:26]=1. (10) Given the product [Na:1].[CH3:9][O:10][C:11]1[CH:12]=[CH:13][C:14]([O:17][CH2:18][CH2:19][CH2:20][S:40]([OH:42])(=[O:41])=[O:39])=[CH:15][CH:16]=1, predict the reactants needed to synthesize it. The reactants are: [Na:1].S(CCC[CH2:9][O:10][C:11]1[CH:16]=[CH:15][C:14]([O:17][CH2:18][CH2:19][CH2:20]CS(O)(=O)=O)=[CH:13][CH:12]=1)(O)(=O)=O.COC1C=CC(O)=CC=1.C1[S:40](=[O:42])(=[O:41])[O:39]CCC1.[Na].COC1C=CC=CC=1OCCCCS(O)(=O)=O.